Dataset: Forward reaction prediction with 1.9M reactions from USPTO patents (1976-2016). Task: Predict the product of the given reaction. (1) Given the reactants [Li+].[OH-].[O:3]=[C:4]1[CH2:8][CH2:7][CH2:6][N:5]1[CH:9]([CH2:14][CH:15]=[CH2:16])[C:10]([O:12]C)=[O:11].Cl, predict the reaction product. The product is: [O:3]=[C:4]1[CH2:8][CH2:7][CH2:6][N:5]1[CH:9]([CH2:14][CH:15]=[CH2:16])[C:10]([OH:12])=[O:11]. (2) Given the reactants [NH:1]1[C:9]2[C:4](=[CH:5][CH:6]=[C:7]([NH:10][C:11]3[N:16]4[N:17]=[CH:18][C:19]([C:20](O)=[O:21])=[C:15]4[N:14]=[CH:13][C:12]=3[C:23]([N:25]3[CH2:30][CH2:29][CH:28]([C:31]4[CH:36]=[CH:35][CH:34]=[CH:33][CH:32]=4)[CH2:27][CH2:26]3)=[O:24])[CH:8]=2)[CH:3]=[CH:2]1.[CH2:37]([S:39]([NH2:42])(=[O:41])=[O:40])[CH3:38], predict the reaction product. The product is: [NH:1]1[C:9]2[C:4](=[CH:5][CH:6]=[C:7]([NH:10][C:11]3[N:16]4[N:17]=[CH:18][C:19]([C:20]([NH:42][S:39]([CH2:37][CH3:38])(=[O:41])=[O:40])=[O:21])=[C:15]4[N:14]=[CH:13][C:12]=3[C:23]([N:25]3[CH2:30][CH2:29][CH:28]([C:31]4[CH:36]=[CH:35][CH:34]=[CH:33][CH:32]=4)[CH2:27][CH2:26]3)=[O:24])[CH:8]=2)[CH:3]=[CH:2]1. (3) Given the reactants [C:1]([O:5][C:6]([N:8]1[CH2:15][CH:14]2[N:16]([C:17]([O:19][C:20]([CH3:23])([CH3:22])[CH3:21])=[O:18])[CH:10]([CH2:11][C:12]([C:27]3[S:31][C:30]([CH2:32][CH2:33][CH2:34][O:35][Si:36]([C:39]([CH3:42])([CH3:41])[CH3:40])([CH3:38])[CH3:37])=[N:29][CH:28]=3)=[C:13]2[C:24](O)=[O:25])[CH2:9]1)=[O:7])([CH3:4])([CH3:3])[CH3:2].CCN=C=NCCCN(C)C.Cl.C1C=CC2N(O)N=NC=2C=1.CCN(C(C)C)C(C)C.[CH:74]1([NH:77][CH2:78][C:79]2[CH:84]=[CH:83][CH:82]=[C:81]([O:85][CH3:86])[C:80]=2[CH3:87])[CH2:76][CH2:75]1, predict the reaction product. The product is: [C:1]([O:5][C:6]([N:8]1[CH2:15][CH:14]2[N:16]([C:17]([O:19][C:20]([CH3:21])([CH3:22])[CH3:23])=[O:18])[CH:10]([CH2:11][C:12]([C:27]3[S:31][C:30]([CH2:32][CH2:33][CH2:34][O:35][Si:36]([C:39]([CH3:41])([CH3:40])[CH3:42])([CH3:38])[CH3:37])=[N:29][CH:28]=3)=[C:13]2[C:24](=[O:25])[N:77]([CH:74]2[CH2:76][CH2:75]2)[CH2:78][C:79]2[CH:84]=[CH:83][CH:82]=[C:81]([O:85][CH3:86])[C:80]=2[CH3:87])[CH2:9]1)=[O:7])([CH3:4])([CH3:2])[CH3:3].